This data is from Forward reaction prediction with 1.9M reactions from USPTO patents (1976-2016). The task is: Predict the product of the given reaction. (1) The product is: [BrH:1].[Br:1][CH:22]([C:20]1[CH:21]=[C:12]([C:10]([NH:9][CH2:8][CH2:7][N:6]([CH3:32])[CH3:5])=[O:11])[CH:13]=[C:14]2[C:19]=1[O:18][C:17]([N:25]1[CH2:30][CH2:29][O:28][CH2:27][CH2:26]1)=[CH:16][C:15]2=[O:31])[CH3:23]. Given the reactants [Br:1]P(Br)Br.[CH3:5][N:6]([CH3:32])[CH2:7][CH2:8][NH:9][C:10]([C:12]1[CH:13]=[C:14]2[C:19](=[C:20]([CH:22](O)[CH3:23])[CH:21]=1)[O:18][C:17]([N:25]1[CH2:30][CH2:29][O:28][CH2:27][CH2:26]1)=[CH:16][C:15]2=[O:31])=[O:11], predict the reaction product. (2) Given the reactants [CH3:1][O:2][C:3]([C:5]1[CH:6]=[C:7]2[C:12](=[CH:13][CH:14]=1)[CH2:11][NH:10][CH2:9][CH2:8]2)=[O:4].[CH:15]1([C:21](Cl)=[O:22])[CH2:20][CH2:19][CH2:18][CH2:17][CH2:16]1.[Cl-].C([NH+](CC)CC)C, predict the reaction product. The product is: [CH3:1][O:2][C:3]([C:5]1[CH:6]=[C:7]2[C:12](=[CH:13][CH:14]=1)[CH2:11][N:10]([C:21]([CH:15]1[CH2:20][CH2:19][CH2:18][CH2:17][CH2:16]1)=[O:22])[CH2:9][CH2:8]2)=[O:4].